This data is from Full USPTO retrosynthesis dataset with 1.9M reactions from patents (1976-2016). The task is: Predict the reactants needed to synthesize the given product. (1) Given the product [C:1]([O:5][C:6](=[O:25])[N:7]([CH2:8][CH2:9][CH2:10][CH2:11][N:12]([CH2:51][C:46]1[C:45]([C:42]([C:39]2[CH:38]=[CH:37][C:36]([Cl:35])=[CH:41][CH:40]=2)([CH3:44])[CH3:43])=[CH:50][CH:49]=[CH:48][N:47]=1)[CH2:13][C:14]1[C:19]([CH3:20])=[CH:18][C:17]([CH3:21])=[CH:16][N:15]=1)[CH:22]1[CH2:23][CH2:24]1)([CH3:4])([CH3:2])[CH3:3], predict the reactants needed to synthesize it. The reactants are: [C:1]([O:5][C:6](=[O:25])[N:7]([CH:22]1[CH2:24][CH2:23]1)[CH2:8][CH2:9][CH2:10][CH2:11][NH:12][CH2:13][C:14]1[C:19]([CH3:20])=[CH:18][C:17]([CH3:21])=[CH:16][N:15]=1)([CH3:4])([CH3:3])[CH3:2].CCN(C(C)C)C(C)C.[Cl:35][C:36]1[CH:41]=[CH:40][C:39]([C:42]([C:45]2[C:46]([CH2:51]OS(C)(=O)=O)=[N:47][CH:48]=[CH:49][CH:50]=2)([CH3:44])[CH3:43])=[CH:38][CH:37]=1. (2) Given the product [Br:1][C:2]1[N:7]=[C:6]([C:8](=[O:9])[CH2:21][CH2:22][CH2:23][CH3:24])[CH:5]=[CH:4][CH:3]=1, predict the reactants needed to synthesize it. The reactants are: [Br:1][C:2]1[N:7]=[C:6]([C:8](N(OC)C)=[O:9])[CH:5]=[CH:4][CH:3]=1.C(=O)=O.CC(C)=O.[CH2:21]([Mg]Cl)[CH2:22][CH2:23][CH3:24].Cl.